This data is from Full USPTO retrosynthesis dataset with 1.9M reactions from patents (1976-2016). The task is: Predict the reactants needed to synthesize the given product. (1) Given the product [CH3:26][S:1][C:2]1[N:3]([C:14]2[CH:15]=[CH:16][C:17]([O:20][CH2:21][C:22]([F:24])([F:23])[F:25])=[CH:18][CH:19]=2)[C:4](=[O:13])[C:5]2[CH2:11][CH2:10][C:9](=[O:12])[NH:8][C:6]=2[N:7]=1, predict the reactants needed to synthesize it. The reactants are: [S:1]=[C:2]1[NH:7][C:6]2[NH:8][C:9](=[O:12])[CH2:10][CH2:11][C:5]=2[C:4](=[O:13])[N:3]1[C:14]1[CH:19]=[CH:18][C:17]([O:20][CH2:21][C:22]([F:25])([F:24])[F:23])=[CH:16][CH:15]=1.[C:26](=O)([O-])O.[Na+].IC.O. (2) Given the product [F:20][C:19]([F:22])([F:21])[C:17]([NH:1][CH:2]1[C:7]2[C:12](=[CH:11][CH:10]=[C:9]([O:13][CH:14]([CH3:16])[CH3:15])[CH:8]=2)[C:4](=[O:6])[CH2:3]1)=[O:18], predict the reactants needed to synthesize it. The reactants are: [NH2:1][CH:2]([C:7]1[CH:12]=[CH:11][CH:10]=[C:9]([O:13][CH:14]([CH3:16])[CH3:15])[CH:8]=1)[CH2:3][C:4]([OH:6])=O.[C:17](O)([C:19]([F:22])([F:21])[F:20])=[O:18].C(OC(C(F)(F)F)=O)(C(F)(F)F)=O.CCOC(C)=O.